From a dataset of Full USPTO retrosynthesis dataset with 1.9M reactions from patents (1976-2016). Predict the reactants needed to synthesize the given product. (1) Given the product [CH3:37][N:38]([CH3:41])[C:39]1[O:40][C:4]2[C:9]([CH:10]([C:14]3[CH:19]=[C:18]([O:20][CH3:21])[C:17]([O:22][CH3:23])=[C:16]([Br:24])[CH:15]=3)[C:11]=1[C:2]#[N:1])=[CH:8][C:7]1[CH:25]=[CH:26][CH:27]=[CH:28][C:6]=1[CH:5]=2, predict the reactants needed to synthesize it. The reactants are: [NH2:1][C:2]1O[C:4]2[C:9]([CH:10]([C:14]3[CH:19]=[C:18]([O:20][CH3:21])[C:17]([O:22][CH3:23])=[C:16]([Br:24])[CH:15]=3)[C:11]=1C#N)=[CH:8][C:7]1[CH:25]=[CH:26][CH:27]=[CH:28][C:6]=1[CH:5]=2.CI.C(=O)([O-])[O-].[K+].[K+].[CH3:37][N:38]([CH3:41])[CH:39]=[O:40]. (2) The reactants are: [NH:1]1[CH:10]2[CH:5]([CH2:6][CH2:7][CH2:8][CH2:9]2)[C:4](=[O:11])[CH2:3][CH2:2]1.Cl[C:13]([O:15][CH2:16][C:17]1[CH:22]=[CH:21][CH:20]=[CH:19][CH:18]=1)=[O:14]. Given the product [O:11]=[C:4]1[C@H:5]2[C@@H:10]([CH2:9][CH2:8][CH2:7][CH2:6]2)[N:1]([C:13]([O:15][CH2:16][C:17]2[CH:22]=[CH:21][CH:20]=[CH:19][CH:18]=2)=[O:14])[CH2:2][CH2:3]1, predict the reactants needed to synthesize it. (3) Given the product [Cl:12][C:13]1[C:14]([O:30][C:31]2[CH:32]=[N:33][C:34]([O:38][C@@H:39]([CH3:44])[C:40]([F:42])([F:43])[F:41])=[C:35]([Cl:37])[CH:36]=2)=[CH:15][C:16]([F:29])=[C:17]([CH:28]=1)[C:18]([NH:5][S:2]([CH3:1])(=[O:4])=[O:3])=[O:19], predict the reactants needed to synthesize it. The reactants are: [CH3:1][S:2]([NH2:5])(=[O:4])=[O:3].CC(C)([O-])C.[K+].[Cl:12][C:13]1[C:14]([O:30][C:31]2[CH:32]=[N:33][C:34]([O:38][C@@H:39]([CH3:44])[C:40]([F:43])([F:42])[F:41])=[C:35]([Cl:37])[CH:36]=2)=[CH:15][C:16]([F:29])=[C:17]([CH:28]=1)[C:18](OC1C=CC(C)=CC=1)=[O:19]. (4) Given the product [OH:23][C:16]1[N:8]=[C:5]2[NH:4][C@:3]([CH3:2])([C:9]([F:12])([F:10])[F:11])[CH2:7][N:6]2[C:18](=[O:19])[CH:17]=1, predict the reactants needed to synthesize it. The reactants are: Br.[CH3:2][C@@:3]1([C:9]([F:12])([F:11])[F:10])[CH2:7][NH:6][C:5](=[NH:8])[NH:4]1.C[O-].[Na+].[C:16](OCC)(=[O:23])[CH2:17][C:18](OCC)=[O:19].Cl. (5) Given the product [C:24]([O:28][C:29](=[O:35])[N:30]([CH2:32][CH2:33][NH:34][C:18]1[N:17]=[C:16]([C:13]2[S:12][C:11]3[CH:10]=[CH:9][CH:8]=[C:7]([C:5](=[O:6])[NH:4][CH:1]4[CH2:3][CH2:2]4)[C:15]=3[CH:14]=2)[C:21]([Cl:22])=[CH:20][N:19]=1)[CH3:31])([CH3:27])([CH3:25])[CH3:26], predict the reactants needed to synthesize it. The reactants are: [CH:1]1([NH:4][C:5]([C:7]2[C:15]3[CH:14]=[C:13]([C:16]4[C:21]([Cl:22])=[CH:20][N:19]=[C:18](Cl)[N:17]=4)[S:12][C:11]=3[CH:10]=[CH:9][CH:8]=2)=[O:6])[CH2:3][CH2:2]1.[C:24]([O:28][C:29](=[O:35])[N:30]([CH2:32][CH2:33][NH2:34])[CH3:31])([CH3:27])([CH3:26])[CH3:25].C(N(C(C)C)CC)(C)C. (6) Given the product [N:7]1[CH:8]=[CH:9][CH:10]=[CH:11][C:6]=1[C:5]1[O:1][C:2]([C:17](=[O:26])[CH2:18][CH2:19][CH2:20][CH2:21][CH2:22][CH2:23][CH2:24][CH3:25])=[N:3][CH:4]=1, predict the reactants needed to synthesize it. The reactants are: [O:1]1[C:5]([C:6]2[CH:11]=[CH:10][CH:9]=[CH:8][N:7]=2)=[CH:4][N:3]=[CH:2]1.[Li]CCCC.[C:17](O)(=[O:26])[CH2:18][CH2:19][CH2:20][CH2:21][CH2:22][CH2:23][CH2:24][CH3:25].C(Cl)(=O)C(Cl)=O. (7) Given the product [OH:2][C:3]1[C:4]([C:15](=[O:17])[CH3:16])=[CH:5][C:6]2[CH2:7][CH2:8][CH2:9][C:10]([CH3:13])([CH3:14])[C:11]=2[CH:12]=1, predict the reactants needed to synthesize it. The reactants are: C[O:2][C:3]1[C:4]([C:15](=[O:17])[CH3:16])=[CH:5][C:6]2[CH2:7][CH2:8][CH2:9][C:10]([CH3:14])([CH3:13])[C:11]=2[CH:12]=1.B(Br)(Br)Br.